Dataset: Reaction yield outcomes from USPTO patents with 853,638 reactions. Task: Predict the reaction yield, written as a fraction of the theoretical maximum amount of product (1.0 means a 100% yield; for example, 0.34 means a 34% yield). (1) The reactants are [Cl:1][C:2]1[CH:11]=[CH:10][CH:9]=[CH:8][C:3]=1[C:4](=O)[CH2:5]Br.[CH3:12][C:13]([C:16]([NH2:18])=[NH:17])([CH3:15])[CH3:14].Cl.C(=O)([O-])[O-].[K+].[K+].C(=O)([O-])O.[Na+]. The catalyst is C(#N)C. The product is [C:13]([C:16]1[NH:17][CH:5]=[C:4]([C:3]2[CH:8]=[CH:9][CH:10]=[CH:11][C:2]=2[Cl:1])[N:18]=1)([CH3:15])([CH3:14])[CH3:12]. The yield is 0.420. (2) The reactants are Cl.[CH3:2][O:3][C@@H:4]([C@@H:18]1[CH2:22][CH2:21][CH2:20][NH:19]1)[C@@H:5]([CH3:17])[C:6]([NH:8][CH2:9][CH2:10][C:11]1[CH:16]=[CH:15][CH:14]=[CH:13][CH:12]=1)=[O:7].[CH:23]1[C:35]2[CH:34]([CH2:36][O:37][C:38]([NH:40][C:41]([CH3:66])([C:43]([NH:45][C@H:46]([C:50]([N:52]([C@@H:54]([C@@H:62]([CH3:65])[CH2:63][CH3:64])[C@H:55]([O:60][CH3:61])[CH2:56][C:57](O)=[O:58])[CH3:53])=[O:51])[CH:47]([CH3:49])[CH3:48])=[O:44])[CH3:42])=[O:39])[C:33]3[C:28](=[CH:29][CH:30]=[CH:31][CH:32]=3)[C:27]=2[CH:26]=[CH:25][CH:24]=1.C(N(C(C)C)CC)(C)C.CN(C(ON1N=NC2C=CC=NC1=2)=[N+](C)C)C.F[P-](F)(F)(F)(F)F. The catalyst is ClCCl. The product is [CH:23]1[C:35]2[CH:34]([CH2:36][O:37][C:38]([NH:40][C:41]([CH3:66])([C:43]([NH:45][C@H:46]([C:50]([N:52]([C@@H:54]([C@@H:62]([CH3:65])[CH2:63][CH3:64])[C@H:55]([O:60][CH3:61])[CH2:56][C:57]([N:19]3[CH2:20][CH2:21][CH2:22][C@H:18]3[C@H:4]([O:3][CH3:2])[C@@H:5]([CH3:17])[C:6](=[O:7])[NH:8][CH2:9][CH2:10][C:11]3[CH:12]=[CH:13][CH:14]=[CH:15][CH:16]=3)=[O:58])[CH3:53])=[O:51])[CH:47]([CH3:49])[CH3:48])=[O:44])[CH3:42])=[O:39])[C:33]3[C:28](=[CH:29][CH:30]=[CH:31][CH:32]=3)[C:27]=2[CH:26]=[CH:25][CH:24]=1. The yield is 0.190.